The task is: Predict the reaction yield, written as a fraction of the theoretical maximum amount of product (1.0 means a 100% yield; for example, 0.34 means a 34% yield).. This data is from Reaction yield outcomes from USPTO patents with 853,638 reactions. The yield is 0.430. No catalyst specified. The product is [Br:8][C:9]1[CH:10]=[C:11]([CH:32]=[CH:33][CH:34]=1)[NH:12][C:13]1[C:22]2[C:17](=[CH:18][C:19]([O:31][CH2:38][CH2:37][O:36][CH3:35])=[CH:20][C:21]=2[O:23][CH:24]2[CH2:29][CH2:28][N:27]([CH3:30])[CH2:26][CH2:25]2)[N:16]=[CH:15][N:14]=1. The reactants are FC(F)(F)C(O)=O.[Br:8][C:9]1[CH:10]=[C:11]([CH:32]=[CH:33][CH:34]=1)[NH:12][C:13]1[C:22]2[C:17](=[CH:18][C:19]([OH:31])=[CH:20][C:21]=2[O:23][CH:24]2[CH2:29][CH2:28][N:27]([CH3:30])[CH2:26][CH2:25]2)[N:16]=[CH:15][N:14]=1.[CH3:35][O:36][CH2:37][CH2:38]Br.